This data is from Forward reaction prediction with 1.9M reactions from USPTO patents (1976-2016). The task is: Predict the product of the given reaction. (1) Given the reactants C(OC([N:8]1[CH2:15][CH2:14][C@:13]2([CH3:18])[C@H:16]([CH3:17])[C@H:9]1[CH2:10][C:11]1[CH:22]=[CH:21][C:20](B(O)O)=[CH:19][C:12]=12)=O)(C)(C)C.Cl[C:27]1[CH:32]=[CH:31][N:30]=[C:29]([CH3:33])[N:28]=1.[O-]P([O-])([O-])=O.[K+].[K+].[K+].C1(P(C2CCCCC2)C2C=CC=CC=2C2C(OC)=CC=CC=2OC)CCCCC1, predict the reaction product. The product is: [CH3:18][C@:13]12[C@H:16]([CH3:17])[C@H:9]([NH:8][CH2:15][CH2:14]1)[CH2:10][C:11]1[CH:22]=[CH:21][C:20]([C:27]3[CH:32]=[CH:31][N:30]=[C:29]([CH3:33])[N:28]=3)=[CH:19][C:12]2=1. (2) Given the reactants C1(CCCN)C=CC=CC=1.[CH2:11]1[C:19]2[CH:18]=[CH:17][N:16]=[CH:15][C:14]=2[CH2:13][N:12]1[C:20]([NH:22][C:23]1[CH:28]=[CH:27][C:26]([N:29]2[CH2:32][CH:31]([C:33](O)=[O:34])[CH2:30]2)=[CH:25][CH:24]=1)=[O:21].[CH2:36]1[C:44]2[C:39](=[CH:40]C=CC=2)[CH2:38][N:37]1C(NC1C=CC(C(O)=O)=CC=1)=O, predict the reaction product. The product is: [CH3:38][CH:39]([CH3:40])[CH2:44][CH2:36][NH:37][C:33]([CH:31]1[CH2:30][N:29]([C:26]2[CH:25]=[CH:24][C:23]([NH:22][C:20]([N:12]3[CH2:11][C:19]4[CH:18]=[CH:17][N:16]=[CH:15][C:14]=4[CH2:13]3)=[O:21])=[CH:28][CH:27]=2)[CH2:32]1)=[O:34]. (3) Given the reactants [CH2:1]([O:5][C:6]1[C:15]2[C:10](=[CH:11][CH:12]=[C:13]([C:16]([OH:18])=O)[CH:14]=2)[C:9](=[O:19])[N:8]([CH2:20][CH:21]2[CH2:23][CH2:22]2)[C:7]=1[CH2:24][NH:25][C:26]([O:28][C:29]([CH3:32])([CH3:31])[CH3:30])=[O:27])[CH2:2][CH2:3][CH3:4].Cl.C([N:36]=C=NCCCN(C)C)C.[NH4+].ON1C2C=CC=CC=2N=N1.O, predict the reaction product. The product is: [CH2:1]([O:5][C:6]1[C:15]2[C:10](=[CH:11][CH:12]=[C:13]([C:16]([NH2:36])=[O:18])[CH:14]=2)[C:9](=[O:19])[N:8]([CH2:20][CH:21]2[CH2:23][CH2:22]2)[C:7]=1[CH2:24][NH:25][C:26]([O:28][C:29]([CH3:31])([CH3:32])[CH3:30])=[O:27])[CH2:2][CH2:3][CH3:4].